Dataset: Reaction yield outcomes from USPTO patents with 853,638 reactions. Task: Predict the reaction yield, written as a fraction of the theoretical maximum amount of product (1.0 means a 100% yield; for example, 0.34 means a 34% yield). (1) The reactants are [CH3:1][O:2][C:3]1[CH:8]=[CH:7][C:6]([OH:9])=[CH:5][CH:4]=1.F[C:11]1[CH:16]=[CH:15][C:14]([F:17])=[CH:13][C:12]=1[N+:18]([O-:20])=[O:19].[F:21][C:22]1[CH:23]=[CH:24][C:25]([O:29][C:30]2[CH:35]=[CH:34][C:33]([O:36][CH3:37])=[CH:32][CH:31]=2)=[C:26]([CH:28]=1)[NH2:27].[NH2:38][C:39]1[S:40][CH:41]=[CH:42][N:43]=1. No catalyst specified. The product is [F:17][C:14]1[CH:15]=[CH:16][C:11]([O:9][C:6]2[CH:7]=[CH:8][C:3]([O:2][CH3:1])=[CH:4][CH:5]=2)=[C:12]([N+:18]([O-:20])=[O:19])[CH:13]=1.[F:21][C:22]1[CH:23]=[CH:24][C:25]([O:29][C:30]2[CH:35]=[CH:34][C:33]([O:36][CH3:37])=[CH:32][CH:31]=2)=[C:26]([NH:27][C:6]([NH:38][C:39]2[S:40][CH:41]=[CH:42][N:43]=2)=[O:9])[CH:28]=1. The yield is 0.800. (2) The catalyst is ClCCCl. The reactants are [CH3:1][O:2][CH2:3][C:4]1[CH:9]=[CH:8][C:7]([C:10]2[C:11]([N:16]3[CH2:21][CH2:20][NH:19][CH2:18][CH2:17]3)=[N:12][CH:13]=[CH:14][N:15]=2)=[CH:6][CH:5]=1.[C:22]([O:26][C:27](=[O:33])[N:28]([CH3:32])[CH2:29][CH:30]=O)([CH3:25])([CH3:24])[CH3:23].C(O[BH-](OC(=O)C)OC(=O)C)(=O)C.[Na+]. The product is [C:22]([O:26][C:27](=[O:33])[N:28]([CH2:29][CH2:30][N:19]1[CH2:20][CH2:21][N:16]([C:11]2[C:10]([C:7]3[CH:8]=[CH:9][C:4]([CH2:3][O:2][CH3:1])=[CH:5][CH:6]=3)=[N:15][CH:14]=[CH:13][N:12]=2)[CH2:17][CH2:18]1)[CH3:32])([CH3:25])([CH3:24])[CH3:23]. The yield is 0.370. (3) The reactants are [CH3:1][S:2](Cl)(=[O:4])=[O:3].[C:6]([C:8]1[CH:26]=[CH:25][C:11]([O:12][CH2:13][CH:14]([OH:24])[CH2:15][NH:16][C:17](=[O:23])[O:18][C:19]([CH3:22])([CH3:21])[CH3:20])=[CH:10][CH:9]=1)#[N:7].O.C(Cl)Cl. The catalyst is CN(C)C1C=CN=CC=1.N1C=CC=CC=1. The product is [CH3:1][S:2]([O:24][CH:14]([CH2:13][O:12][C:11]1[CH:10]=[CH:9][C:8]([C:6]#[N:7])=[CH:26][CH:25]=1)[CH2:15][NH:16][C:17]([O:18][C:19]([CH3:20])([CH3:21])[CH3:22])=[O:23])(=[O:4])=[O:3]. The yield is 1.00. (4) The product is [CH3:13][O:12][C:9]1[CH:10]=[C:11]2[C:6](=[CH:7][C:8]=1[O:14][CH3:15])[N:5]=[CH:4][N:3]=[C:2]2[NH:26][C:18]1[CH:19]=[CH:20][C:21]([N+:23]([O-:25])=[O:24])=[CH:22][C:17]=1[F:16]. The catalyst is C(C#N)(C)=O. The reactants are Cl[C:2]1[C:11]2[C:6](=[CH:7][C:8]([O:14][CH3:15])=[C:9]([O:12][CH3:13])[CH:10]=2)[N:5]=[CH:4][N:3]=1.[F:16][C:17]1[CH:22]=[C:21]([N+:23]([O-:25])=[O:24])[CH:20]=[CH:19][C:18]=1[NH2:26].Cl. The yield is 0.800. (5) The reactants are [Br:1][C:2]1[CH:7]=[CH:6][CH:5]=[CH:4][C:3]=1[CH2:8][C:9]([O:11][CH3:12])=[O:10].[Li+].C[Si]([N-][Si](C)(C)C)(C)C.N1([C:28](=[O:30])[CH3:29])C=CN=C1.CN(C=O)C. The catalyst is C1COCC1. The product is [Br:1][C:2]1[CH:7]=[CH:6][CH:5]=[CH:4][C:3]=1[CH:8]([C:28](=[O:30])[CH3:29])[C:9]([O:11][CH3:12])=[O:10]. The yield is 0.930. (6) The reactants are [NH2:1][CH2:2][CH2:3][NH:4][C:5]([C:7]1[S:23][C:10]2=[CH:11][N:12]=[CH:13][C:14]([O:15][C:16]3[CH:21]=[CH:20][C:19]([Cl:22])=[CH:18][CH:17]=3)=[C:9]2[CH:8]=1)=O.[O-2].[Ca+2]. The catalyst is C1(OC2C=CC=CC=2)C=CC=CC=1. The product is [Cl:22][C:19]1[CH:20]=[CH:21][C:16]([O:15][C:14]2[CH:13]=[N:12][CH:11]=[C:10]3[S:23][C:7]([C:5]4[NH:4][CH2:3][CH2:2][N:1]=4)=[CH:8][C:9]=23)=[CH:17][CH:18]=1. The yield is 0.160. (7) The reactants are Br[C:2]1[CH:11]=[N:10][C:9]2[N:8]([CH2:12][C:13]3[CH:18]=[CH:17][C:16]([O:19][CH3:20])=[CH:15][CH:14]=3)[C:7](=[O:21])[N:6]3[N:22]=[CH:23][N:24]=[C:5]3[C:4]=2[CH:3]=1.[CH2:25]([Sn](CCCC)(CCCC)C=C)[CH2:26]CC. The catalyst is C1(P([Pd](P(C2C=CC=CC=2)(C2C=CC=CC=2)C2C=CC=CC=2)(P(C2C=CC=CC=2)(C2C=CC=CC=2)C2C=CC=CC=2)P(C2C=CC=CC=2)(C2C=CC=CC=2)C2C=CC=CC=2)(C2C=CC=CC=2)C2C=CC=CC=2)C=CC=CC=1.C1(C)C=CC=CC=1. The product is [CH3:20][O:19][C:16]1[CH:17]=[CH:18][C:13]([CH2:12][N:8]2[C:9]3[N:10]=[CH:11][C:2]([CH:25]=[CH2:26])=[CH:3][C:4]=3[C:5]3=[N:24][CH:23]=[N:22][N:6]3[C:7]2=[O:21])=[CH:14][CH:15]=1. The yield is 0.920. (8) The reactants are [NH2:1][C:2]1[CH:7]=[CH:6][CH:5]=[C:4]([NH2:8])[N:3]=1.[Cl:9][C:10]1[CH:18]=[CH:17][CH:16]=[C:15]([Cl:19])[C:11]=1[C:12](Cl)=[O:13]. The catalyst is O1CCOCC1. The product is [NH2:8][C:4]1[N:3]=[C:2]([NH:1][C:12](=[O:13])[C:11]2[C:10]([Cl:9])=[CH:18][CH:17]=[CH:16][C:15]=2[Cl:19])[CH:7]=[CH:6][CH:5]=1. The yield is 0.660. (9) The reactants are [F:1][C:2]([F:17])([F:16])[C:3]1[CH:11]=[C:10]2[C:6]([CH:7]=[CH:8][N:9]2[CH2:12][C:13]([OH:15])=[O:14])=[CH:5][CH:4]=1.[Cl:18][C:19]1[CH:20]=[N+:21]([O-:44])[CH:22]=[C:23]([Cl:43])[C:24]=1[CH2:25][C@@H:26]([C:28]1[CH:33]=[CH:32][C:31]([O:34][CH:35]([F:37])[F:36])=[C:30]([O:38][CH2:39][CH:40]2[CH2:42][CH2:41]2)[CH:29]=1)O.C(Cl)CCl.Cl. The catalyst is CN(C1C=CN=CC=1)C.C(Cl)Cl. The product is [Cl:18][C:19]1[CH:20]=[N+:21]([O-:44])[CH:22]=[C:23]([Cl:43])[C:24]=1[CH2:25][C@@H:26]([C:28]1[CH:33]=[CH:32][C:31]([O:34][CH:35]([F:37])[F:36])=[C:30]([O:38][CH2:39][CH:40]2[CH2:42][CH2:41]2)[CH:29]=1)[O:14][C:13](=[O:15])[CH2:12][N:9]1[C:10]2[C:6](=[CH:5][CH:4]=[C:3]([C:2]([F:16])([F:1])[F:17])[CH:11]=2)[CH:7]=[CH:8]1. The yield is 0.480.